Dataset: Reaction yield outcomes from USPTO patents with 853,638 reactions. Task: Predict the reaction yield, written as a fraction of the theoretical maximum amount of product (1.0 means a 100% yield; for example, 0.34 means a 34% yield). (1) The reactants are [Br-].[CH3:2][C:3]1[CH:4]=[C:5]([S+:24]2[C:28]3[CH:29]=[CH:30][CH:31]=[CH:32][C:27]=3[C:26]3[CH:33]=[CH:34][CH:35]=[CH:36][C:25]2=3)[CH:6]=[C:7]([CH3:23])[C:8]=1[O:9][CH2:10][C:11](=[O:22])[O:12][C:13]([C:16]1[CH:21]=[CH:20][CH:19]=[CH:18][CH:17]=1)([CH3:15])[CH3:14].[CH3:37][C@:38]12[CH2:54][CH2:53][C:52](=[O:55])[CH2:51][CH:50]1[CH2:49][C:48](=[O:56])[C@@H:47]1[C@@H:39]2[CH2:40][C:41](=[O:77])[C@@:42]2([CH3:76])[C@H:46]1[CH2:45][CH2:44][C@@H:43]2[C@H:57]([CH3:75])[CH2:58][CH2:59][C:60]([O:62][CH2:63][CH2:64][C:65]([F:74])([F:73])[C:66]([F:72])([F:71])[S:67]([O-:70])(=[O:69])=[O:68])=[O:61].[Na+].O. The catalyst is ClCCl. The product is [CH3:37][C@:38]12[CH2:54][CH2:53][C:52](=[O:55])[CH2:51][CH:50]1[CH2:49][C:48](=[O:56])[C@@H:47]1[C@@H:39]2[CH2:40][C:41](=[O:77])[C@@:42]2([CH3:76])[C@H:46]1[CH2:45][CH2:44][C@@H:43]2[C@H:57]([CH3:75])[CH2:58][CH2:59][C:60]([O:62][CH2:63][CH2:64][C:65]([F:74])([F:73])[C:66]([F:71])([F:72])[S:67]([O-:70])(=[O:68])=[O:69])=[O:61].[CH3:23][C:7]1[CH:6]=[C:5]([S+:24]2[C:28]3[CH:29]=[CH:30][CH:31]=[CH:32][C:27]=3[C:26]3[CH:33]=[CH:34][CH:35]=[CH:36][C:25]2=3)[CH:4]=[C:3]([CH3:2])[C:8]=1[O:9][CH2:10][C:11](=[O:22])[O:12][C:13]([C:16]1[CH:17]=[CH:18][CH:19]=[CH:20][CH:21]=1)([CH3:15])[CH3:14]. The yield is 0.790. (2) The reactants are [CH3:1][O:2][C:3]1[CH:4]=[CH:5][C:6]([N:9]2[C:13]([C:14]3[CH:19]=[CH:18][CH:17]=[CH:16][N:15]=3)=[CH:12][C:11]([C:20]([OH:22])=O)=[N:10]2)=[N:7][CH:8]=1.[C:23]([NH2:27])([CH3:26])([CH3:25])[CH3:24]. No catalyst specified. The product is [C:23]([NH:27][C:20]([C:11]1[CH:12]=[C:13]([C:14]2[CH:19]=[CH:18][CH:17]=[CH:16][N:15]=2)[N:9]([C:6]2[CH:5]=[CH:4][C:3]([O:2][CH3:1])=[CH:8][N:7]=2)[N:10]=1)=[O:22])([CH3:26])([CH3:25])[CH3:24]. The yield is 0.510.